This data is from Catalyst prediction with 721,799 reactions and 888 catalyst types from USPTO. The task is: Predict which catalyst facilitates the given reaction. (1) Reactant: [CH3:1][N:2]1[C:6]([C:7]2[CH:12]=[CH:11][C:10]([NH:13][C:14]([CH:16]3[CH2:19][N:18]([C:20]4[N:21]=[N:22][CH:23]=[CH:24][CH:25]=4)[CH2:17]3)=[O:15])=[CH:9][CH:8]=2)=[CH:5][C:4]([C:26]([O:28]CC)=[O:27])=[N:3]1.CO.[OH-].[Li+]. Product: [CH3:1][N:2]1[C:6]([C:7]2[CH:12]=[CH:11][C:10]([NH:13][C:14]([CH:16]3[CH2:19][N:18]([C:20]4[N:21]=[N:22][CH:23]=[CH:24][CH:25]=4)[CH2:17]3)=[O:15])=[CH:9][CH:8]=2)=[CH:5][C:4]([C:26]([OH:28])=[O:27])=[N:3]1. The catalyst class is: 7. (2) Reactant: [C:1]([O:5][C:6]([N:8]1[C:16]2[C:11](=[CH:12][C:13]([O:17][CH2:18][C:19]3[CH:24]=[CH:23][CH:22]=[CH:21][CH:20]=3)=[CH:14][CH:15]=2)[C:10]([C:25]2[N:26]([C:38]([O:40][C:41]([CH3:44])([CH3:43])[CH3:42])=[O:39])[C:27]3[C:32]([CH:33]=2)=[CH:31][C:30]([O:34][CH2:35][CH2:36]Cl)=[CH:29][CH:28]=3)=[N:9]1)=[O:7])([CH3:4])([CH3:3])[CH3:2].C(=O)([O-])[O-].[K+].[K+].[I-].[K+].[CH2:53]([NH2:55])[CH3:54].[C:56](#N)[CH3:57]. Product: [C:1]([O:5][C:6]([N:8]1[C:16]2[C:11](=[CH:12][C:13]([O:17][CH2:18][C:19]3[CH:24]=[CH:23][CH:22]=[CH:21][CH:20]=3)=[CH:14][CH:15]=2)[C:10]([C:25]2[N:26]([C:38]([O:40][C:41]([CH3:44])([CH3:43])[CH3:42])=[O:39])[C:27]3[C:32]([CH:33]=2)=[CH:31][C:30]([O:34][CH2:35][CH2:36][N:55]([CH2:56][CH3:57])[CH2:53][CH3:54])=[CH:29][CH:28]=3)=[N:9]1)=[O:7])([CH3:4])([CH3:3])[CH3:2]. The catalyst class is: 84. (3) Reactant: C(N=C=NC(C)C)(C)C.[Cl:10][C:11]1[C:12]([C:23]2[CH:28]=[C:27]([Cl:29])[CH:26]=[CH:25][C:24]=2[C:30]#[N:31])=[CH:13][C:14](=[O:22])[N:15]([CH:17]([CH3:21])[C:18]([OH:20])=O)[CH:16]=1.[NH2:32][C:33]1[CH:41]=[CH:40][C:36]([C:37]([OH:39])=[O:38])=[C:35]([F:42])[CH:34]=1. Product: [Cl:10][C:11]1[C:12]([C:23]2[CH:28]=[C:27]([Cl:29])[CH:26]=[CH:25][C:24]=2[C:30]#[N:31])=[CH:13][C:14](=[O:22])[N:15]([CH:17]([CH3:21])[C:18]([NH:32][C:33]2[CH:41]=[CH:40][C:36]([C:37]([OH:39])=[O:38])=[C:35]([F:42])[CH:34]=2)=[O:20])[CH:16]=1. The catalyst class is: 68. (4) Reactant: [C:1]([O:5][C:6](=[O:14])[NH:7][CH:8]1[CH2:13][CH2:12][NH:11][CH2:10][CH2:9]1)([CH3:4])([CH3:3])[CH3:2].F[C:16]1[CH:21]=[CH:20][C:19]([C:22](=[O:24])[CH3:23])=[CH:18][CH:17]=1.C(=O)([O-])[O-].[K+].[K+].O. Product: [C:1]([O:5][C:6](=[O:14])[NH:7][CH:8]1[CH2:13][CH2:12][N:11]([C:16]2[CH:21]=[CH:20][C:19]([C:22](=[O:24])[CH3:23])=[CH:18][CH:17]=2)[CH2:10][CH2:9]1)([CH3:4])([CH3:2])[CH3:3]. The catalyst class is: 16. (5) Reactant: [NH2:1][CH:2]([C:4]1[N:9]=[N:8][C:7]([NH:10][C:11]2[CH:16]=[C:15]([O:17][CH3:18])[C:14]([O:19][CH3:20])=[C:13]([O:21][CH3:22])[CH:12]=2)=[N:6][CH:5]=1)[CH3:3].C(N(CC)CC)C.[N+:30]([C:33]1[CH:41]=[CH:40][CH:39]=[CH:38][C:34]=1[C:35](Cl)=[O:36])([O-:32])=[O:31]. The catalyst class is: 4. Product: [N+:30]([C:33]1[CH:41]=[CH:40][CH:39]=[CH:38][C:34]=1[C:35]([NH:1][CH:2]([C:4]1[N:9]=[N:8][C:7]([NH:10][C:11]2[CH:12]=[C:13]([O:21][CH3:22])[C:14]([O:19][CH3:20])=[C:15]([O:17][CH3:18])[CH:16]=2)=[N:6][CH:5]=1)[CH3:3])=[O:36])([O-:32])=[O:31]. (6) Product: [Cl:11][C:8]1[CH:9]=[CH:10][C:5]([O:4][C:3]([CH3:13])([CH3:12])[CH2:2][C:14]#[N:15])=[CH:6][CH:7]=1. The catalyst class is: 550. Reactant: Br[CH2:2][C:3]([CH3:13])([CH3:12])[O:4][C:5]1[CH:10]=[CH:9][C:8]([Cl:11])=[CH:7][CH:6]=1.[C-:14]#[N:15].[Na+].C(Cl)(Cl)Cl. (7) The catalyst class is: 7. Reactant: [Br:1][C:2]1[CH:7]=[CH:6][C:5]([C:8]2[S:9][C:10]([CH:13]([OH:15])[CH3:14])=[CH:11][N:12]=2)=[C:4]([CH3:16])[CH:3]=1.Cl[C:18]1[CH:26]2[CH:21]([CH:22]3[O:27][CH:25]2[CH2:24][CH2:23]3)[C:20](=[O:28])[CH:19]=1.[H-].[Na+].COCCOCCOCCOC. Product: [Br:1][C:2]1[CH:7]=[CH:6][C:5]([C:8]2[S:9][C:10]([CH:13]([O:15][C:18]3[CH:26]4[CH:21]([CH:22]5[O:27][CH:25]4[CH2:24][CH2:23]5)[C:20](=[O:28])[CH:19]=3)[CH3:14])=[CH:11][N:12]=2)=[C:4]([CH3:16])[CH:3]=1. (8) Reactant: O[C:2]1([C:8]2[C:9]([NH:14]C(=O)C(C)(C)C)=[N:10][CH:11]=[CH:12][CH:13]=2)[CH2:7][CH2:6][O:5][CH2:4][CH2:3]1.[OH-].[Na+]. Product: [O:5]1[CH2:4][CH:3]=[C:2]([C:8]2[C:9]([NH2:14])=[N:10][CH:11]=[CH:12][CH:13]=2)[CH2:7][CH2:6]1. The catalyst class is: 8. (9) Reactant: [Br:1][C:2]1[CH:3]=[C:4]([C:8](O)=[O:9])[CH:5]=[N:6][CH:7]=1.CN1CCOCC1.ClC(OCC)=O.[BH4-].[Na+]. Product: [Br:1][C:2]1[CH:3]=[C:4]([CH2:8][OH:9])[CH:5]=[N:6][CH:7]=1. The catalyst class is: 36. (10) Reactant: [CH2:1]([N:3]1[C:7]2[CH:8]=[C:9]([C:15]([O:17][CH3:18])=[O:16])[CH:10]=[C:11]([N+:12]([O-])=O)[C:6]=2[N:5]=[CH:4]1)[CH3:2]. Product: [NH2:12][C:11]1[C:6]2[N:5]=[CH:4][N:3]([CH2:1][CH3:2])[C:7]=2[CH:8]=[C:9]([C:15]([O:17][CH3:18])=[O:16])[CH:10]=1. The catalyst class is: 838.